Dataset: Full USPTO retrosynthesis dataset with 1.9M reactions from patents (1976-2016). Task: Predict the reactants needed to synthesize the given product. (1) Given the product [Br:1][C:2]1[CH:3]=[C:4]([CH:8]=[O:9])[S:5][C:6]=1[S:22][C:16]1[CH:21]=[CH:20][CH:19]=[CH:18][CH:17]=1, predict the reactants needed to synthesize it. The reactants are: [Br:1][C:2]1[CH:3]=[C:4]([CH:8]=[O:9])[S:5][C:6]=1Br.C(=O)([O-])[O-].[K+].[K+].[C:16]1([SH:22])[CH:21]=[CH:20][CH:19]=[CH:18][CH:17]=1.O. (2) Given the product [Cl:18][C:11]1[N:10]=[C:9]([NH:2][CH2:3][C:4]([O:6][CH3:7])=[O:5])[C:14]([N+:15]([O-:17])=[O:16])=[CH:13][CH:12]=1, predict the reactants needed to synthesize it. The reactants are: Cl.[NH2:2][CH2:3][C:4]([O:6][CH3:7])=[O:5].Cl[C:9]1[C:14]([N+:15]([O-:17])=[O:16])=[CH:13][CH:12]=[C:11]([Cl:18])[N:10]=1.C(N(CC)CC)C.